Task: Predict the reactants needed to synthesize the given product.. Dataset: Full USPTO retrosynthesis dataset with 1.9M reactions from patents (1976-2016) (1) Given the product [CH2:1]([O:3][C:4](=[O:17])[CH2:5][NH:6][CH2:7][CH2:8][NH2:9])[CH3:2], predict the reactants needed to synthesize it. The reactants are: [CH2:1]([O:3][C:4](=[O:17])[CH2:5][NH:6][CH2:7][CH2:8][NH:9]C(OC(C)(C)C)=O)[CH3:2].Cl. (2) Given the product [ClH:68].[NH2:8][CH2:9][C@H:10]1[CH2:11][CH2:12][C@H:13]([C:16]([NH:18][C@@H:19]([CH2:43][C:44]2[CH:45]=[CH:46][C:47]([C:50]3[CH:55]=[CH:54][C:53]([C:56](=[O:66])[N:57]([CH3:65])[CH:58]4[CH2:59][CH2:60][N:61]([CH3:64])[CH2:62][CH2:63]4)=[CH:52][C:51]=3[CH3:67])=[CH:48][CH:49]=2)[C:20]([NH:22][C:23]2[CH:28]=[CH:27][C:26]([C:29]3[NH:30][C:31]([C:34]([F:42])([F:41])[C:35]([F:39])([F:40])[C:36]([OH:38])=[O:37])=[N:32][N:33]=3)=[CH:25][CH:24]=2)=[O:21])=[O:17])[CH2:14][CH2:15]1, predict the reactants needed to synthesize it. The reactants are: C(OC([NH:8][CH2:9][C@H:10]1[CH2:15][CH2:14][C@H:13]([C:16]([NH:18][C@@H:19]([CH2:43][C:44]2[CH:49]=[CH:48][C:47]([C:50]3[CH:55]=[CH:54][C:53]([C:56](=[O:66])[N:57]([CH3:65])[CH:58]4[CH2:63][CH2:62][N:61]([CH3:64])[CH2:60][CH2:59]4)=[CH:52][C:51]=3[CH3:67])=[CH:46][CH:45]=2)[C:20]([NH:22][C:23]2[CH:28]=[CH:27][C:26]([C:29]3[NH:30][C:31]([C:34]([F:42])([F:41])[C:35]([F:40])([F:39])[C:36]([OH:38])=[O:37])=[N:32][N:33]=3)=[CH:25][CH:24]=2)=[O:21])=[O:17])[CH2:12][CH2:11]1)=O)(C)(C)C.[ClH:68].C(#N)C. (3) Given the product [N+:14]([C:17]1[CH:18]=[CH:19][C:20]([C:21]([C@H:2]([CH2:6][CH2:7][C:8]2[CH:13]=[CH:12][CH:11]=[CH:10][CH:9]=2)[C:3]([O:5][CH2:26][CH3:27])=[O:4])=[O:23])=[CH:24][CH:25]=1)([O-:16])=[O:15], predict the reactants needed to synthesize it. The reactants are: O[C@H:2]([CH2:6][CH2:7][C:8]1[CH:13]=[CH:12][CH:11]=[CH:10][CH:9]=1)[C:3]([O-:5])=[O:4].[N+:14]([C:17]1[CH:25]=[CH:24][C:20]([C:21]([OH:23])=O)=[CH:19][CH:18]=1)([O-:16])=[O:15].[C:26]1(P(C2C=CC=CC=2)C2C=CC=CC=2)C=CC=C[CH:27]=1.N(C(OCC)=O)=NC(OCC)=O. (4) The reactants are: [OH:1][NH:2]/[C:3](=[N:14]\[H])/[C:4]1[CH:9]=[CH:8][C:7]([C:10]([F:13])([F:12])[F:11])=[N:6][CH:5]=1.[F:16][C:17]1[CH:22]=[CH:21][C:20]([CH:23]2[CH2:27][CH2:26][N:25]([CH2:28][C:29](O)=O)[C:24]2=[O:32])=[CH:19][CH:18]=1.Cl.C(N=C=NCCCN(C)C)C. Given the product [F:16][C:17]1[CH:22]=[CH:21][C:20]([CH:23]2[CH2:27][CH2:26][N:25]([CH2:28][C:29]3[O:1][N:2]=[C:3]([C:4]4[CH:5]=[N:6][C:7]([C:10]([F:13])([F:12])[F:11])=[CH:8][CH:9]=4)[N:14]=3)[C:24]2=[O:32])=[CH:19][CH:18]=1, predict the reactants needed to synthesize it.